This data is from Reaction yield outcomes from USPTO patents with 853,638 reactions. The task is: Predict the reaction yield, written as a fraction of the theoretical maximum amount of product (1.0 means a 100% yield; for example, 0.34 means a 34% yield). (1) The reactants are [F:1][C:2]([F:13])([F:12])[C:3]1[CH:4]=[C:5]([CH:9]=[CH:10][CH:11]=1)[C:6](Cl)=[O:7].C(N(CC)C(C)C)(C)C.[Br:23][C:24]1[CH:28]=[N:27][N:26]([CH3:29])[C:25]=1[C:30]1[CH:31]=[C:32]([CH:34]=[CH:35][C:36]=1[O:37][CH2:38][C:39]([CH3:44])([N+:41]([O-])=O)[CH3:40])[NH2:33].C(O)(=O)C.[OH-].[NH4+]. The catalyst is ClCCl.[Zn]. The product is [NH2:41][C:39]([CH3:44])([CH3:40])[CH2:38][O:37][C:36]1[CH:35]=[CH:34][C:32]([NH:33][C:6](=[O:7])[C:5]2[CH:9]=[CH:10][CH:11]=[C:3]([C:2]([F:13])([F:12])[F:1])[CH:4]=2)=[CH:31][C:30]=1[C:25]1[N:26]([CH3:29])[N:27]=[CH:28][C:24]=1[Br:23]. The yield is 0.740. (2) The reactants are Br[C:2]1[CH:3]=[CH:4][C:5]2[N:9]=[C:8]([CH3:10])[N:7]([C:11]3[N:16]=[CH:15][N:14]=[C:13]([NH2:17])[N:12]=3)[C:6]=2[CH:18]=1.C1(P(C2C=CC=CC=2)CCCP(C2C=CC=CC=2)C2C=CC=CC=2)C=CC=CC=1.C([O-])([O-])=O.[K+].[K+].[C:54]([Si:58]([O:61][CH2:62][C:63]([CH3:67])([CH3:66])[C:64]#[CH:65])([CH3:60])[CH3:59])([CH3:57])([CH3:56])[CH3:55]. The catalyst is CN(C)C=O.CC([O-])=O.CC([O-])=O.[Pd+2].[Cu]I. The product is [C:54]([Si:58]([CH3:59])([CH3:60])[O:61][CH2:62][C:63]([CH3:67])([CH3:66])[C:64]#[C:65][C:2]1[CH:3]=[CH:4][C:5]2[N:9]=[C:8]([CH3:10])[N:7]([C:11]3[N:16]=[CH:15][N:14]=[C:13]([NH2:17])[N:12]=3)[C:6]=2[CH:18]=1)([CH3:56])([CH3:57])[CH3:55]. The yield is 0.660. (3) The reactants are [Si]([O:8][CH2:9][C@@H:10]1[C:16]([CH3:17])=[CH:15][C@@H:14]2[CH2:18][N:11]1[C:12](=[O:23])[N:13]2[O:19][CH2:20][CH:21]=[CH2:22])(C(C)(C)C)(C)C.CCCC[N+](CCCC)(CCCC)CCCC.[F-]. The catalyst is O1CCCC1. The product is [OH:8][CH2:9][C@@H:10]1[C:16]([CH3:17])=[CH:15][C@@H:14]2[CH2:18][N:11]1[C:12](=[O:23])[N:13]2[O:19][CH2:20][CH:21]=[CH2:22]. The yield is 0.750. (4) The reactants are [CH3:1][N:2]1[C:10]2[C:5](=[N:6][C:7]([C@@H:17]([NH2:19])[CH3:18])=[C:8]([N:11]3[CH2:16][CH2:15][O:14][CH2:13][CH2:12]3)[CH:9]=2)[CH:4]=[CH:3]1.Cl[C:21]1[N:29]=[C:28]([NH2:30])[N:27]=[C:26]2[C:22]=1[N:23]=[CH:24][NH:25]2.CCN(CC)CC. The catalyst is CN(C=O)C. The product is [CH3:1][N:2]1[C:10]2[C:5](=[N:6][C:7]([C@@H:17]([NH:19][C:21]3[N:29]=[C:28]([NH2:30])[N:27]=[C:26]4[C:22]=3[N:23]=[CH:24][NH:25]4)[CH3:18])=[C:8]([N:11]3[CH2:12][CH2:13][O:14][CH2:15][CH2:16]3)[CH:9]=2)[CH:4]=[CH:3]1. The yield is 0.250. (5) The reactants are [CH2:1]([N:5]1[C:9](=[O:10])[C:8](Cl)=[C:7]([C:12]2[CH:17]=[CH:16][CH:15]=[CH:14][CH:13]=2)[S:6]1(=[O:19])=[O:18])[CH2:2][CH2:3][CH3:4].[O:20]1[C:24]2[CH:25]=[CH:26][C:27]([NH2:29])=[CH:28][C:23]=2[CH:22]=[CH:21]1. The catalyst is CC#N. The product is [O:20]1[C:24]2[CH:25]=[CH:26][C:27]([NH:29][C:8]3[C:9](=[O:10])[N:5]([CH2:1][CH2:2][CH2:3][CH3:4])[S:6](=[O:19])(=[O:18])[C:7]=3[C:12]3[CH:17]=[CH:16][CH:15]=[CH:14][CH:13]=3)=[CH:28][C:23]=2[CH:22]=[CH:21]1. The yield is 0.270. (6) The reactants are [CH3:1][C:2]1([CH3:29])[CH2:7][CH2:6][C:5]([C:8]2[CH:13]=[C:12]([C:14]([CH3:18])([CH3:17])[CH:15]=O)[CH:11]=[CH:10][C:9]=2[NH:19][C:20]([C:22]2[NH:23][CH:24]=[C:25]([C:27]#[N:28])[N:26]=2)=[O:21])=[CH:4][CH2:3]1.[CH3:30][S:31][CH2:32][CH2:33][NH2:34].C(O[BH-](OC(=O)C)OC(=O)C)(=O)C.[Na+].CCOC(C)=O. The catalyst is ClCCCl. The product is [CH3:29][C:2]1([CH3:1])[CH2:7][CH2:6][C:5]([C:8]2[CH:13]=[C:12]([C:14]([CH3:18])([CH3:17])[CH2:15][NH:34][CH2:33][CH2:32][S:31][CH3:30])[CH:11]=[CH:10][C:9]=2[NH:19][C:20]([C:22]2[NH:23][CH:24]=[C:25]([C:27]#[N:28])[N:26]=2)=[O:21])=[CH:4][CH2:3]1. The yield is 0.630.